Dataset: Forward reaction prediction with 1.9M reactions from USPTO patents (1976-2016). Task: Predict the product of the given reaction. (1) The product is: [C:38]([O:37][C:35]([CH2:34][CH2:33][CH2:32][CH2:31][CH2:30][CH2:29][CH2:28][CH2:27][CH2:26][CH2:25][CH2:24][CH2:23][CH2:22][CH2:21][C:20]([NH:1][CH2:2][C:3]1[CH:4]=[CH:5][C:6]([C:7]([OH:9])=[O:8])=[CH:10][CH:11]=1)=[O:19])=[O:36])([CH3:41])([CH3:40])[CH3:39]. Given the reactants [NH2:1][CH2:2][C:3]1[CH:11]=[CH:10][C:6]([C:7]([OH:9])=[O:8])=[CH:5][CH:4]=1.O=C1CCC(=O)N1[O:19][C:20](=O)[CH2:21][CH2:22][CH2:23][CH2:24][CH2:25][CH2:26][CH2:27][CH2:28][CH2:29][CH2:30][CH2:31][CH2:32][CH2:33][CH2:34][C:35]([O:37][C:38]([CH3:41])([CH3:40])[CH3:39])=[O:36].O, predict the reaction product. (2) Given the reactants Br[C:2]1[CH:3]=[C:4]2[C:10]([C:11]3[CH:16]=[CH:15][CH:14]=[CH:13][CH:12]=3)=[CH:9][NH:8][C:5]2=[N:6][CH:7]=1.[CH3:17][O:18][C:19]1[CH:20]=[C:21](B(O)O)[CH:22]=[CH:23][C:24]=1[O:25][CH3:26].[C:30](=O)([O-])[O-].[Na+].[Na+].C(=O)(O)[O-].[Na+], predict the reaction product. The product is: [CH3:17][O:18][C:19]1[CH:20]=[C:21]([C:2]2[CH:3]=[C:4]3[C:10]([CH2:11][C:16]4[CH:15]=[CH:14][CH:13]=[CH:12][CH:30]=4)=[CH:9][NH:8][C:5]3=[N:6][CH:7]=2)[CH:22]=[CH:23][C:24]=1[O:25][CH3:26]. (3) Given the reactants [C:1]([C:3]1[CH:10]=[CH:9][C:6]([CH2:7]Br)=[CH:5][CH:4]=1)#[N:2].[CH3:11][NH:12][CH2:13][CH2:14][C:15]([O:17][C:18]([CH3:21])([CH3:20])[CH3:19])=[O:16], predict the reaction product. The product is: [C:1]([C:3]1[CH:10]=[CH:9][C:6]([CH2:7][N:12]([CH3:11])[CH2:13][CH2:14][C:15]([O:17][C:18]([CH3:20])([CH3:19])[CH3:21])=[O:16])=[CH:5][CH:4]=1)#[N:2]. (4) Given the reactants [OH:1][CH2:2][C:3]1[CH:4]=[C:5]([C:16]([O:18][CH2:19][CH3:20])=[O:17])[CH:6]=[C:7]([C:9]2[CH:14]=[CH:13][C:12]([CH3:15])=[CH:11][CH:10]=2)[CH:8]=1, predict the reaction product. The product is: [CH:2]([C:3]1[CH:4]=[C:5]([C:16]([O:18][CH2:19][CH3:20])=[O:17])[CH:6]=[C:7]([C:9]2[CH:10]=[CH:11][C:12]([CH3:15])=[CH:13][CH:14]=2)[CH:8]=1)=[O:1].